Dataset: Full USPTO retrosynthesis dataset with 1.9M reactions from patents (1976-2016). Task: Predict the reactants needed to synthesize the given product. Given the product [C:1]([C:5]1[CH:30]=[CH:29][C:8]([C:9]([NH:11][C:12]2[CH:17]=[CH:16][N:15]=[CH:14][C:13]=2[NH:18][C:19](=[O:28])[C:20]2[CH:21]=[CH:22][C:23]([O:26][CH3:27])=[CH:24][CH:25]=2)=[O:10])=[C:7]([O:31][CH:32]2[CH2:37][CH2:36][N:35]([CH2:38][C:39]3[CH:44]=[CH:43][CH:42]=[CH:41][CH:40]=3)[CH2:34][CH2:33]2)[CH:6]=1)([CH3:4])([CH3:2])[CH3:3], predict the reactants needed to synthesize it. The reactants are: [C:1]([C:5]1[CH:30]=[CH:29][C:8]([C:9]([NH:11][C:12]2[CH:17]=[CH:16][N:15]=[CH:14][C:13]=2[NH:18][C:19](=[O:28])[C:20]2[CH:25]=[CH:24][C:23]([O:26][CH3:27])=[CH:22][CH:21]=2)=[O:10])=[C:7]([O:31][CH:32]2[CH2:37][CH2:36][NH:35][CH2:34][CH2:33]2)[CH:6]=1)([CH3:4])([CH3:3])[CH3:2].[CH:38](=O)[C:39]1[CH:44]=[CH:43][CH:42]=[CH:41][CH:40]=1.